Predict which catalyst facilitates the given reaction. From a dataset of Catalyst prediction with 721,799 reactions and 888 catalyst types from USPTO. (1) Reactant: [C:1]1([CH3:15])[CH:6]=[C:5]([CH3:7])[CH:4]=[C:3]([CH3:8])[C:2]=1[C:9](=[C:13]=[O:14])[C:10](Cl)=[O:11].[F:16][C:17]1[CH:22]=[CH:21][C:20]([S:23][CH2:24][CH2:25][C:26]([O:28][Si](C)(C)C)=[CH2:27])=[CH:19][CH:18]=1. Product: [F:16][C:17]1[CH:22]=[CH:21][C:20]([S:23][CH2:24][CH2:25][C:26]2[O:28][C:10](=[O:11])[C:9]([C:2]3[C:3]([CH3:8])=[CH:4][C:5]([CH3:7])=[CH:6][C:1]=3[CH3:15])=[C:13]([OH:14])[CH:27]=2)=[CH:19][CH:18]=1. The catalyst class is: 113. (2) Reactant: [CH2:1](Br)[C:2]1[CH:7]=[CH:6][CH:5]=[CH:4][CH:3]=1.[C:9]1([S:19]([C:22]2[C:30]3[C:25](=[CH:26][CH:27]=[C:28]([O:31][CH2:32][CH2:33][O:34][S:35]([C:38]4[CH:43]=[CH:42][C:41]([CH3:44])=[CH:40][CH:39]=4)(=[O:37])=[O:36])[CH:29]=3)[NH:24][N:23]=2)(=[O:21])=[O:20])[C:18]2[C:13](=[CH:14][CH:15]=[CH:16][CH:17]=2)[CH:12]=[CH:11][CH:10]=1.C(=O)([O-])[O-].[Cs+].[Cs+].O. Product: [CH2:1]([N:24]1[C:25]2[C:30](=[CH:29][C:28]([O:31][CH2:32][CH2:33][O:34][S:35]([C:38]3[CH:43]=[CH:42][C:41]([CH3:44])=[CH:40][CH:39]=3)(=[O:37])=[O:36])=[CH:27][CH:26]=2)[C:22]([S:19]([C:9]2[C:18]3[C:13](=[CH:14][CH:15]=[CH:16][CH:17]=3)[CH:12]=[CH:11][CH:10]=2)(=[O:20])=[O:21])=[N:23]1)[C:2]1[CH:7]=[CH:6][CH:5]=[CH:4][CH:3]=1. The catalyst class is: 21. (3) Reactant: [CH2:1]([N:3]1[C:8]2[N:9]=[C:10](S(C)(=O)=O)[N:11]=[C:12]([CH3:13])[C:7]=2[CH:6]=[C:5]([C:18]2[CH:23]=[CH:22][CH:21]=[CH:20][CH:19]=2)[C:4]1=[O:24])[CH3:2].[CH2:25]([N:27]1[CH2:32][CH2:31][N:30]([C:33]2[CH:39]=[CH:38][C:36]([NH2:37])=[CH:35][CH:34]=2)[CH2:29][CH2:28]1)[CH3:26]. Product: [CH2:1]([N:3]1[C:8]2[N:9]=[C:10]([NH:37][C:36]3[CH:35]=[CH:34][C:33]([N:30]4[CH2:29][CH2:28][N:27]([CH2:25][CH3:26])[CH2:32][CH2:31]4)=[CH:39][CH:38]=3)[N:11]=[C:12]([CH3:13])[C:7]=2[CH:6]=[C:5]([C:18]2[CH:23]=[CH:22][CH:21]=[CH:20][CH:19]=2)[C:4]1=[O:24])[CH3:2]. The catalyst class is: 16. (4) Reactant: [CH2:1]([NH:3][CH2:4][CH2:5][OH:6])[CH3:2].[H-].[Na+].F[C:10]1[CH:15]=[CH:14][C:13]([N+:16]([O-:18])=[O:17])=[CH:12][CH:11]=1.Cl. Product: [CH2:1]([NH:3][CH2:4][CH2:5][O:6][C:10]1[CH:15]=[CH:14][C:13]([N+:16]([O-:18])=[O:17])=[CH:12][CH:11]=1)[CH3:2]. The catalyst class is: 9. (5) Reactant: [Cl:1][C:2]1[CH:3]=[C:4]([C:9]2[CH:21]=[CH:20][C:12]([C:13]([NH:15][S:16]([CH3:19])(=[O:18])=[O:17])=[O:14])=[CH:11][C:10]=2[O:22][CH3:23])[CH:5]=[N:6][C:7]=1F.C([O-])([O-])=O.[Cs+].[Cs+].[Cl:30][C:31]1[CH:36]=[CH:35][C:34]([CH2:37][OH:38])=[CH:33][CH:32]=1. Product: [Cl:1][C:2]1[CH:3]=[C:4]([C:9]2[CH:21]=[CH:20][C:12]([C:13]([NH:15][S:16]([CH3:19])(=[O:18])=[O:17])=[O:14])=[CH:11][C:10]=2[O:22][CH3:23])[CH:5]=[N:6][C:7]=1[O:38][CH2:37][C:34]1[CH:35]=[CH:36][C:31]([Cl:30])=[CH:32][CH:33]=1. The catalyst class is: 16. (6) Reactant: Br[C:2]1[CH:3]=[C:4]([CH:8]2[C:17]3[C:12](=[C:13]([Cl:19])[CH:14]=[C:15]([Cl:18])[CH:16]=3)[CH2:11][N:10]([CH3:20])[CH2:9]2)[CH:5]=[CH:6][CH:7]=1.[N:21]([CH2:24][CH2:25][O:26][CH2:27][CH2:28][O:29][CH2:30][CH2:31][O:32][CH2:33][CH2:34][NH2:35])=[N+:22]=[N-:23].N1CCC[C@H]1C(O)=O.C(=O)([O-])[O-].[K+].[K+]. Product: [N:21]([CH2:24][CH2:25][O:26][CH2:27][CH2:28][O:29][CH2:30][CH2:31][O:32][CH2:33][CH2:34][NH:35][C:2]1[CH:7]=[CH:6][CH:5]=[C:4]([CH:8]2[C:17]3[C:12](=[C:13]([Cl:19])[CH:14]=[C:15]([Cl:18])[CH:16]=3)[CH2:11][N:10]([CH3:20])[CH2:9]2)[CH:3]=1)=[N+:22]=[N-:23]. The catalyst class is: 156. (7) Product: [CH3:68][O:69][C:70]1[CH:71]=[C:72]2[C:76](=[CH:77][CH:78]=1)[NH:75][C:74]([CH3:79])=[C:73]2[CH2:9][C:10]([NH:15][C@H:16]([C:32]1[NH:33][C:34]([C:37]2[CH:46]=[CH:45][C:44]3[C:39](=[CH:40][CH:41]=[CH:42][CH:43]=3)[CH:38]=2)=[CH:35][N:36]=1)[CH2:17][CH2:18][CH2:19][CH2:20][NH:21][C:3](=[O:4])[O:5][CH2:47][C:62]1[CH:61]=[CH:60][CH:59]=[CH:58][CH:63]=1)=[O:12]. The catalyst class is: 31. Reactant: FC(F)(F)[C:3]([O-:5])=[O:4].F[C:9](F)(F)[C:10]([O-:12])=O.[NH3+:15][C@H:16]([C:32]1[NH:33][C:34]([C:37]2[CH:46]=[CH:45][C:44]3[C:39](=[CH:40][CH:41]=[CH:42][CH:43]=3)[CH:38]=2)=[CH:35][NH+:36]=1)[CH2:17][CH2:18][CH2:19][CH2:20][NH:21]C(OCC1C=CC=CC=1)=O.[CH3:47]CN=C=NCCCN(C)C.[CH:58]1[CH:59]=[CH:60][C:61]2N(O)N=N[C:62]=2[CH:63]=1.[CH3:68][O:69][C:70]1[CH:71]=[C:72]2[C:76](=[CH:77][CH:78]=1)[NH:75][C:74]([CH3:79])=[C:73]2CC(O)=O.CCN(C(C)C)C(C)C.